Dataset: Full USPTO retrosynthesis dataset with 1.9M reactions from patents (1976-2016). Task: Predict the reactants needed to synthesize the given product. Given the product [F:50][C:46]1[CH:45]=[C:44]([NH:43][C:41](=[O:42])[CH2:40][C:38]2[NH:37][N:36]=[C:35]([NH:34][C:28]3[C:27]4[C:32](=[CH:33][C:24]([O:23][CH2:22][CH2:21][CH2:20][N:16]5[CH2:17][CH2:18][CH2:19][CH:14]([OH:13])[CH2:15]5)=[C:25]([O:51][CH3:52])[CH:26]=4)[N:31]=[CH:30][N:29]=3)[CH:39]=2)[CH:49]=[CH:48][CH:47]=1, predict the reactants needed to synthesize it. The reactants are: P([O:13][CH:14]1[CH2:19][CH2:18][CH2:17][N:16]([CH2:20][CH2:21][CH2:22][O:23][C:24]2[CH:33]=[C:32]3[C:27]([C:28]([NH:34][C:35]4[CH:39]=[C:38]([CH2:40][C:41]([NH:43][C:44]5[CH:49]=[CH:48][CH:47]=[C:46]([F:50])[CH:45]=5)=[O:42])[NH:37][N:36]=4)=[N:29][CH:30]=[N:31]3)=[CH:26][C:25]=2[O:51][CH3:52])[CH2:15]1)(OC(C)(C)C)(OC(C)(C)C)=O.N1CCCC(O)C1.